The task is: Predict the reaction yield, written as a fraction of the theoretical maximum amount of product (1.0 means a 100% yield; for example, 0.34 means a 34% yield).. This data is from Reaction yield outcomes from USPTO patents with 853,638 reactions. (1) The reactants are [NH2:1][C:2]1[C:3]2[C:10](Br)=[CH:9][N:8]([CH:12]3[CH2:15][N:14]([C:16]([O:18][C:19]([CH3:22])([CH3:21])[CH3:20])=[O:17])[CH2:13]3)[C:4]=2[N:5]=[CH:6][N:7]=1.[CH3:23][C:24]1[CH:25]=[C:26]([CH2:30][C:31]([N:33]2[C:41]3[C:36](=[CH:37][C:38](B4OC(C)(C)C(C)(C)O4)=[CH:39][CH:40]=3)[CH2:35][CH2:34]2)=[O:32])[CH:27]=[CH:28][CH:29]=1.C([O-])(O)=O.[Na+].N#N. The catalyst is O1CCOCC1.O.C1C=CC([P]([Pd]([P](C2C=CC=CC=2)(C2C=CC=CC=2)C2C=CC=CC=2)([P](C2C=CC=CC=2)(C2C=CC=CC=2)C2C=CC=CC=2)[P](C2C=CC=CC=2)(C2C=CC=CC=2)C2C=CC=CC=2)(C2C=CC=CC=2)C2C=CC=CC=2)=CC=1. The product is [NH2:1][C:2]1[C:3]2[C:10]([C:38]3[CH:37]=[C:36]4[C:41](=[CH:40][CH:39]=3)[N:33]([C:31](=[O:32])[CH2:30][C:26]3[CH:27]=[CH:28][CH:29]=[C:24]([CH3:23])[CH:25]=3)[CH2:34][CH2:35]4)=[CH:9][N:8]([CH:12]3[CH2:15][N:14]([C:16]([O:18][C:19]([CH3:22])([CH3:21])[CH3:20])=[O:17])[CH2:13]3)[C:4]=2[N:5]=[CH:6][N:7]=1. The yield is 0.673. (2) The reactants are [CH:1]1[CH:14]=[C:13]2[C:4]([CH:5]3[C:16]([C:17](O)=[O:18])=[C:15]([C:20]([OH:22])=[O:21])[CH:12]2[C:11]2[C:6]3=[CH:7][CH:8]=[CH:9][CH:10]=2)=[CH:3][CH:2]=1.C(Cl)(=O)C(Cl)=O. The catalyst is ClCCl.CN(C)C=O. The product is [CH:9]1[CH:10]=[C:11]2[C:6]([CH:5]3[C:16]4[C:17]([O:22][C:20](=[O:21])[C:15]=4[CH:12]2[C:13]2[C:4]3=[CH:3][CH:2]=[CH:1][CH:14]=2)=[O:18])=[CH:7][CH:8]=1. The yield is 0.900. (3) The reactants are [O:1]=[C:2]1[CH:6]=[CH:5][C:4](=[O:7])[N:3]1[CH2:8][CH2:9][CH2:10][CH2:11][CH2:12][C:13]([OH:15])=O.[Cl:16]CCl. The catalyst is C(Cl)(=O)C(Cl)=O.CN(C=O)C. The product is [O:1]=[C:2]1[CH:6]=[CH:5][C:4](=[O:7])[N:3]1[CH2:8][CH2:9][CH2:10][CH2:11][CH2:12][C:13]([Cl:16])=[O:15]. The yield is 1.00. (4) The reactants are [Br:1][C:2]1[CH:7]=[CH:6][C:5]([CH2:8][CH2:9][C:10](=[O:12])[CH3:11])=[CH:4][CH:3]=1.[Br:13]Br. The catalyst is CO. The product is [Br:13][CH2:11][C:10](=[O:12])[CH2:9][CH2:8][C:5]1[CH:4]=[CH:3][C:2]([Br:1])=[CH:7][CH:6]=1. The yield is 0.630. (5) The reactants are [F:1][C:2]([F:42])([F:41])[C@H:3]([N:28]1[CH2:32][CH2:31][C@H:30]([NH:33][C:34](=[O:40])[O:35][C:36]([CH3:39])([CH3:38])[CH3:37])[CH2:29]1)[C:4]1[CH:5]=[CH:6][C:7]2[N:8]([C:10]([C:13]3[CH:22]=[CH:21][C:20]4[C:15](=[CH:16][C:17]([O:24][CH2:25][CH2:26][OH:27])=[C:18]([F:23])[CH:19]=4)[N:14]=3)=[N:11][N:12]=2)[CH:9]=1.CCN(CC)CC.[C:50](Cl)(=[O:54])[CH:51]([CH3:53])[CH3:52]. The catalyst is C(Cl)Cl. The product is [C:50]([O:27][CH2:26][CH2:25][O:24][C:17]1[CH:16]=[C:15]2[C:20]([CH:21]=[CH:22][C:13]([C:10]3[N:8]4[CH:9]=[C:4]([C@@H:3]([N:28]5[CH2:32][CH2:31][C@H:30]([NH:33][C:34]([O:35][C:36]([CH3:39])([CH3:37])[CH3:38])=[O:40])[CH2:29]5)[C:2]([F:1])([F:41])[F:42])[CH:5]=[CH:6][C:7]4=[N:12][N:11]=3)=[N:14]2)=[CH:19][C:18]=1[F:23])(=[O:54])[CH:51]([CH3:53])[CH3:52]. The yield is 0.840. (6) The reactants are [Br:1][C:2]1[CH:3]=[C:4]([CH3:12])[C:5]([N+:9]([O-:11])=[O:10])=[C:6](F)[CH:7]=1.[CH3:13][NH2:14].C1COCC1. No catalyst specified. The product is [Br:1][C:2]1[CH:3]=[C:4]([CH3:12])[C:5]([N+:9]([O-:11])=[O:10])=[C:6]([CH:7]=1)[NH:14][CH3:13]. The yield is 0.990. (7) The reactants are [F:1][C:2]1[C:10]([F:11])=[C:9]([F:12])[C:8]([F:13])=[C:7]2[C:3]=1[C:4]([C:14]([NH:16][C@H:17]1[CH2:22][CH2:21][CH2:20][CH2:19][C@@H:18]1[OH:23])=[O:15])=[CH:5][NH:6]2.Cl[CH2:25][C:26]1[CH:31]=[CH:30][C:29]([C:32]2[CH:33]=[N:34][N:35]([CH3:37])[CH:36]=2)=[CH:28][C:27]=1[F:38].C(=O)([O-])[O-].[Cs+].[Cs+]. The catalyst is O. The product is [F:1][C:2]1[C:10]([F:11])=[C:9]([F:12])[C:8]([F:13])=[C:7]2[C:3]=1[C:4]([C:14]([NH:16][C@H:17]1[CH2:22][CH2:21][CH2:20][CH2:19][C@@H:18]1[OH:23])=[O:15])=[CH:5][N:6]2[CH2:25][C:26]1[CH:31]=[CH:30][C:29]([C:32]2[CH:33]=[N:34][N:35]([CH3:37])[CH:36]=2)=[CH:28][C:27]=1[F:38]. The yield is 0.720. (8) The reactants are [CH2:1]([O:3][C:4]1([C:7]2[CH:23]=[CH:22][C:10]([O:11][Si](C(C)C)(C(C)C)C(C)C)=[CH:9][C:8]=2[CH:24]([CH3:26])[CH3:25])[CH2:6][CH2:5]1)[CH3:2].[F-].C([N+](CCCC)(CCCC)CCCC)CCC. The catalyst is C1COCC1. The product is [CH2:1]([O:3][C:4]1([C:7]2[CH:23]=[CH:22][C:10]([OH:11])=[CH:9][C:8]=2[CH:24]([CH3:25])[CH3:26])[CH2:6][CH2:5]1)[CH3:2]. The yield is 0.860.